Dataset: Catalyst prediction with 721,799 reactions and 888 catalyst types from USPTO. Task: Predict which catalyst facilitates the given reaction. (1) Reactant: [N:1]1[C:6]2[NH:7][CH:8]=[CH:9][C:5]=2[C:4]([N:10]2[CH2:15][CH2:14][CH:13]([NH2:16])[CH2:12][CH2:11]2)=[N:3][CH:2]=1.[CH3:17][O:18][C:19]1[CH:24]=[C:23]([C:25](O)=[O:26])[CH:22]=[CH:21][N:20]=1.CN(C(ON1N=NC2C=CC=NC1=2)=[N+](C)C)C.F[P-](F)(F)(F)(F)F.C1C=NC2N(O)N=NC=2C=1.CCN(C(C)C)C(C)C. Product: [CH3:17][O:18][C:19]1[CH:24]=[C:23]([C:25]([NH:16][CH:13]2[CH2:12][CH2:11][N:10]([C:4]3[N:3]=[CH:2][NH:1][C:6]4=[N:7][CH:8]=[CH:9][C:5]=34)[CH2:15][CH2:14]2)=[O:26])[CH:22]=[CH:21][N:20]=1. The catalyst class is: 3. (2) Reactant: C(O[C:4](=[C:11]1[C:19]2[C:14](=[CH:15][CH:16]=[C:17]([N+:20]([O-:22])=[O:21])[CH:18]=2)[NH:13][C:12]1=[O:23])[C:5]1[CH:10]=[CH:9][CH:8]=[CH:7][CH:6]=1)C.[CH2:24]([O:26][C:27]([CH:29]1[CH2:34][CH2:33][N:32]([CH2:35][C:36]2[CH:42]=[CH:41][C:39]([NH2:40])=[CH:38][CH:37]=2)[CH2:31][CH2:30]1)=[O:28])[CH3:25]. Product: [CH2:24]([O:26][C:27]([CH:29]1[CH2:30][CH2:31][N:32]([CH2:35][C:36]2[CH:42]=[CH:41][C:39]([NH:40]/[C:4](=[C:11]3\[C:12](=[O:23])[NH:13][C:14]4[C:19]\3=[CH:18][C:17]([N+:20]([O-:22])=[O:21])=[CH:16][CH:15]=4)/[C:5]3[CH:6]=[CH:7][CH:8]=[CH:9][CH:10]=3)=[CH:38][CH:37]=2)[CH2:33][CH2:34]1)=[O:28])[CH3:25]. The catalyst class is: 3. (3) Product: [C:23]([NH:1][CH2:2][C:3]([NH:5][C:6]1[CH:11]=[CH:10][C:9]([O:12][CH2:13][C:14]2[CH:15]=[CH:16][C:17]([F:20])=[CH:18][CH:19]=2)=[CH:8][C:7]=1[F:21])=[O:4])(=[O:25])[CH3:24]. The catalyst class is: 6. Reactant: [NH2:1][CH2:2][C:3]([NH:5][C:6]1[CH:11]=[CH:10][C:9]([O:12][CH2:13][C:14]2[CH:19]=[CH:18][C:17]([F:20])=[CH:16][CH:15]=2)=[CH:8][C:7]=1[F:21])=[O:4].Cl.[C:23](Cl)(=[O:25])[CH3:24].C(N(CC)CC)C. (4) Reactant: [NH2:1][CH2:2][CH2:3][CH2:4][C@@H:5]([CH2:9][C:10]1[N:11]=[CH:12][N:13]2[C:22]3[C:17](=[CH:18][CH:19]=[CH:20][CH:21]=3)[CH2:16][CH2:15][C:14]=12)[C:6]([OH:8])=[O:7].[CH3:23][CH:24]([CH3:44])[CH2:25][C:26]([O:28][CH:29]([O:31][C:32](OC1C=CC([N+]([O-])=O)=CC=1)=[O:33])[CH3:30])=[O:27].O. Product: [CH:12]1[N:13]2[C:22]3[C:17]([CH2:16][CH2:15][C:14]2=[C:10]([CH2:9][C@H:5]([CH2:4][CH2:3][CH2:2][NH:1][C:32]([O:31][CH:29]([O:28][C:26](=[O:27])[CH2:25][CH:24]([CH3:44])[CH3:23])[CH3:30])=[O:33])[C:6]([OH:8])=[O:7])[N:11]=1)=[CH:18][CH:19]=[CH:20][CH:21]=3. The catalyst class is: 9.